Task: Predict the product of the given reaction.. Dataset: Forward reaction prediction with 1.9M reactions from USPTO patents (1976-2016) (1) Given the reactants [B:10]1([B:10]2[O:14][C:13]([CH3:16])([CH3:15])[C:12]([CH3:18])([CH3:17])[O:11]2)[O:14][C:13]([CH3:16])([CH3:15])[C:12]([CH3:18])([CH3:17])[O:11]1.Br[C:20]1[CH:25]=[CH:24][C:23]([C:26]2[C:27]([O:33][CH3:34])=[N:28][CH:29]=[C:30]([F:32])[CH:31]=2)=[CH:22][C:21]=1[O:35][CH3:36].C([O-])(=O)C.[K+].O, predict the reaction product. The product is: [F:32][C:30]1[CH:31]=[C:26]([C:23]2[CH:24]=[CH:25][C:20]([B:10]3[O:11][C:12]([CH3:17])([CH3:18])[C:13]([CH3:15])([CH3:16])[O:14]3)=[C:21]([O:35][CH3:36])[CH:22]=2)[C:27]([O:33][CH3:34])=[N:28][CH:29]=1. (2) Given the reactants [C:1]1([CH3:8])[CH:6]=[CH:5][CH:4]=[C:3]([NH2:7])[CH:2]=1.[F:9][C:10]1[CH:17]=[C:16]([F:18])[C:15]([F:19])=[CH:14][C:11]=1[CH:12]=O.[BH4-].[Na+], predict the reaction product. The product is: [C:1]1([CH3:8])[CH:6]=[CH:5][CH:4]=[C:3]([NH:7][CH2:12][C:11]2[CH:14]=[C:15]([F:19])[C:16]([F:18])=[CH:17][C:10]=2[F:9])[CH:2]=1. (3) Given the reactants [CH2:1]([NH:4][C:5](=[O:28])[C:6]1[CH:11]=[CH:10][C:9]([NH:12][C:13]2[NH:18][C:17]3=[N:19][CH:20]=[CH:21][C:16]3=[C:15]([NH:22][CH2:23][C:24]([F:27])([F:26])[F:25])[N:14]=2)=[CH:8][CH:7]=1)[CH2:2][CH3:3].O.[C:30]1([CH3:40])[CH:35]=[CH:34][C:33]([S:36]([OH:39])(=[O:38])=[O:37])=[CH:32][CH:31]=1, predict the reaction product. The product is: [CH3:40][C:30]1[CH:31]=[CH:32][C:33]([S:36]([OH:39])(=[O:38])=[O:37])=[CH:34][CH:35]=1.[CH2:1]([NH:4][C:5](=[O:28])[C:6]1[CH:11]=[CH:10][C:9]([NH:12][C:13]2[NH:18][C:17]3=[N:19][CH:20]=[CH:21][C:16]3=[C:15]([NH:22][CH2:23][C:24]([F:26])([F:27])[F:25])[N:14]=2)=[CH:8][CH:7]=1)[CH2:2][CH3:3]. (4) Given the reactants P([O-])([O-])([O-])=O.[K+].[K+].[K+].[CH3:9][C:10]1[C:15]([CH3:16])=[CH:14][CH:13]=[CH:12][C:11]=1B(O)O.Br[C:21]1[CH:22]=[CH:23][CH:24]=[C:25]2[C:29]=1[CH2:28][CH:27]=[CH:26]2, predict the reaction product. The product is: [CH3:9][C:10]1[C:15]([CH3:16])=[CH:14][CH:13]=[CH:12][C:11]=1[C:24]1[CH:23]=[CH:22][CH:21]=[C:29]2[C:25]=1[CH:26]=[CH:27][CH2:28]2. (5) Given the reactants [C:1]([C:3]1[CH:8]=[CH:7][C:6]([C:9]2[CH:14]=[CH:13][CH:12]=[C:11]([CH2:15][N:16]([CH3:28])[C:17](=[O:27])[CH2:18][NH:19][C:20](=[O:26])[O:21][C:22]([CH3:25])([CH3:24])[CH3:23])[CH:10]=2)=[CH:5][CH:4]=1)#[N:2].N, predict the reaction product. The product is: [NH2:2][CH2:1][C:3]1[CH:4]=[CH:5][C:6]([C:9]2[CH:14]=[CH:13][CH:12]=[C:11]([CH2:15][N:16]([CH3:28])[C:17](=[O:27])[CH2:18][NH:19][C:20](=[O:26])[O:21][C:22]([CH3:24])([CH3:25])[CH3:23])[CH:10]=2)=[CH:7][CH:8]=1. (6) Given the reactants FC1C=CC=CC=1C(Cl)=O.[CH3:11][O:12][C:13]1[CH:14]=[C:15]([CH:19]=[CH:20][CH:21]=1)[C:16](Cl)=[O:17].[NH2:22][C:23]1[CH:24]=[C:25]([CH:36]=[CH:37][N:38]=1)[C:26]([NH:28][CH2:29][C:30]1[CH:35]=[CH:34][CH:33]=[CH:32][CH:31]=1)=[O:27], predict the reaction product. The product is: [CH2:29]([NH:28][C:26](=[O:27])[C:25]1[CH:36]=[CH:37][N:38]=[C:23]([NH:22][C:16](=[O:17])[C:15]2[CH:19]=[CH:20][CH:21]=[C:13]([O:12][CH3:11])[CH:14]=2)[CH:24]=1)[C:30]1[CH:35]=[CH:34][CH:33]=[CH:32][CH:31]=1. (7) The product is: [CH3:1][O:2][C:3](=[O:16])[CH2:4][CH2:5][NH:6][C:7](=[O:15])[C:8]1[CH:9]=[CH:10][C:11]([O:14][CH:53]([C:52]2[CH:51]=[N:56][C:57]([C:22]3[CH:21]=[CH:20][C:19]([C:18]([F:17])([F:40])[F:41])=[CH:39][CH:38]=3)=[N:59][CH:60]=2)[CH2:54][CH2:73][CH2:74][CH2:75][CH2:76][CH3:77])=[CH:12][CH:13]=1. Given the reactants [CH3:1][O:2][C:3](=[O:16])[CH2:4][CH2:5][NH:6][C:7](=[O:15])[C:8]1[CH:13]=[CH:12][C:11]([OH:14])=[CH:10][CH:9]=1.[F:17][C:18]([F:41])([F:40])[C:19]1[CH:39]=[CH:38][C:22](OC2N=CC(C(O)CCCCCC)=CC=2)=[CH:21][CH:20]=1.[CH2:51](P([CH2:51][CH2:52][CH2:53][CH3:54])[CH2:51][CH2:52][CH2:53][CH3:54])[CH2:52][CH2:53][CH3:54].[N:56]([C:57]([N:59]1CCCC[CH2:60]1)=O)=[N:56][C:57]([N:59]1CCCC[CH2:60]1)=O.[C:73]1(C)C=[CH:77][CH:76]=[CH:75][CH:74]=1, predict the reaction product. (8) Given the reactants [NH2:1][C:2]1[N:3]=[N+:4]([O-:13])[C:5]2[CH:11]=[C:10]([OH:12])[CH:9]=[CH:8][C:6]=2[N:7]=1.C([O-])([O-])=O.[K+].[K+].[CH3:20][O:21][CH2:22][CH2:23]Br, predict the reaction product. The product is: [CH3:20][O:21][CH2:22][CH2:23][O:12][C:10]1[CH:9]=[CH:8][C:6]2[N:7]=[C:2]([NH2:1])[N:3]=[N+:4]([O-:13])[C:5]=2[CH:11]=1.